This data is from Catalyst prediction with 721,799 reactions and 888 catalyst types from USPTO. The task is: Predict which catalyst facilitates the given reaction. (1) Reactant: [Cl:1][C:2]1[CH:31]=[CH:30][C:5]([CH2:6][NH:7][C:8]2[N:13]=[C:12]([O:14][CH2:15][C:16]([F:19])([F:18])[F:17])[N:11]=[C:10]([NH:20][C:21]3[CH:29]=[CH:28][C:24]([C:25](O)=[O:26])=[CH:23][CH:22]=3)[N:9]=2)=[CH:4][CH:3]=1.C1N=CN(C(N2C=NC=C2)=O)C=1.[NH2:44][C@@H:45]([CH2:49][CH2:50][CH2:51][NH:52][C:53]([NH2:55])=[NH:54])[C:46]([OH:48])=[O:47].CCN(C(C)C)C(C)C. Product: [Cl:1][C:2]1[CH:3]=[CH:4][C:5]([CH2:6][NH:7][C:8]2[N:13]=[C:12]([O:14][CH2:15][C:16]([F:18])([F:19])[F:17])[N:11]=[C:10]([NH:20][C:21]3[CH:29]=[CH:28][C:24]([C:25]([NH:44][C@H:45]([CH2:49][CH2:50][CH2:51][NH:52][C:53]([NH2:55])=[NH:54])[C:46]([OH:48])=[O:47])=[O:26])=[CH:23][CH:22]=3)[N:9]=2)=[CH:30][CH:31]=1. The catalyst class is: 3. (2) Reactant: [NH3:1].[Cl:2][C:3]1[C:11]([N+:12]([O-:14])=[O:13])=[C:10]([Cl:15])[C:9]([F:16])=[CH:8][C:4]=1[C:5](Cl)=[O:6]. Product: [Cl:2][C:3]1[C:11]([N+:12]([O-:14])=[O:13])=[C:10]([Cl:15])[C:9]([F:16])=[CH:8][C:4]=1[C:5]([NH2:1])=[O:6]. The catalyst class is: 1. (3) Reactant: Cl[C:2]1[C:11]2[C:6](=[CH:7][C:8]([Cl:12])=[CH:9][CH:10]=2)[N:5]=[CH:4][CH:3]=1.[NH2:13][CH:14]1[CH2:19][CH2:18][CH2:17][CH:16]([NH2:20])[CH2:15]1. Product: [Cl:12][C:8]1[CH:7]=[C:6]2[C:11]([C:2]([NH:13][CH:14]3[CH2:19][CH2:18][CH2:17][CH:16]([NH2:20])[CH2:15]3)=[CH:3][CH:4]=[N:5]2)=[CH:10][CH:9]=1. The catalyst class is: 74. (4) Reactant: [C:1]([O:5][C:6]([N:8]1[CH2:13][CH2:12][N:11]([C:14]2[CH:19]=[CH:18][CH:17]=[C:16]([C:20]3[NH:24][C:23]4[CH:25]=[CH:26][CH:27]=[CH:28][C:22]=4[N:21]=3)[CH:15]=2)[CH2:10][CH2:9]1)=[O:7])([CH3:4])([CH3:3])[CH3:2].[H-].[Na+].[CH3:31]I.Cl. Product: [C:1]([O:5][C:6]([N:8]1[CH2:13][CH2:12][N:11]([C:14]2[CH:19]=[CH:18][CH:17]=[C:16]([C:20]3[N:21]([CH3:31])[C:22]4[CH:28]=[CH:27][CH:26]=[CH:25][C:23]=4[N:24]=3)[CH:15]=2)[CH2:10][CH2:9]1)=[O:7])([CH3:4])([CH3:2])[CH3:3]. The catalyst class is: 20. (5) Reactant: [CH3:1][O:2][C:3]1[CH:34]=[C:33]([O:35][CH3:36])[CH:32]=[CH:31][C:4]=1[CH2:5][N:6]1[C:15]2[C:10](=[C:11]([CH3:24])[C:12]([F:23])=[C:13]([N:16]3[CH2:20][CH2:19][CH2:18][C@H:17]3[CH2:21][OH:22])[N:14]=2)[C:9](=[O:25])[C:8]([C:26]([O:28]CC)=[O:27])=[CH:7]1.[OH-].[Li+].O.Cl. Product: [CH3:1][O:2][C:3]1[CH:34]=[C:33]([O:35][CH3:36])[CH:32]=[CH:31][C:4]=1[CH2:5][N:6]1[C:15]2[C:10](=[C:11]([CH3:24])[C:12]([F:23])=[C:13]([N:16]3[CH2:20][CH2:19][CH2:18][C@H:17]3[CH2:21][OH:22])[N:14]=2)[C:9](=[O:25])[C:8]([C:26]([OH:28])=[O:27])=[CH:7]1. The catalyst class is: 5.